Dataset: Catalyst prediction with 721,799 reactions and 888 catalyst types from USPTO. Task: Predict which catalyst facilitates the given reaction. (1) Reactant: [Cl:1][C:2]1[CH:7]=[CH:6][C:5]([C:8](=O)[CH2:9][N:10]2[C:15](=[O:16])[CH:14]=[CH:13][CH:12]=[C:11]2[C:17]([OH:19])=O)=[CH:4][CH:3]=1.[CH2:21]([NH2:24])[CH2:22][NH2:23]. Product: [Cl:1][C:2]1[CH:3]=[CH:4][C:5]([C:8]23[NH:24][CH2:21][CH2:22][N:23]2[C:17](=[O:19])[C:11]2[N:10]([C:15](=[O:16])[CH:14]=[CH:13][CH:12]=2)[CH2:9]3)=[CH:6][CH:7]=1. The catalyst class is: 325. (2) Reactant: [CH3:1][C@H:2]1[N:7]([C:8](=[O:13])[C:9]([F:12])([F:11])[F:10])[C@@H:6]([CH3:14])[CH2:5][N:4]([CH2:15][C:16]2[CH:20]=[CH:19][N:18](C(OC(C)(C)C)=O)[N:17]=2)[CH2:3]1. Product: [CH3:1][C@@H:2]1[CH2:3][N:4]([CH2:15][C:16]2[CH:20]=[CH:19][NH:18][N:17]=2)[CH2:5][C@H:6]([CH3:14])[N:7]1[C:8](=[O:13])[C:9]([F:10])([F:12])[F:11]. The catalyst class is: 137. (3) Reactant: Cl.Cl.[CH2:3]([C@:5]1([C:11]([N:13]2[CH2:18][CH2:17][N:16]([C:19]3[CH:24]=[C:23]([C:25]([F:28])([F:27])[F:26])[CH:22]=[CH:21][N:20]=3)[CH2:15][CH2:14]2)=[O:12])[CH2:9][CH2:8][C@H:7]([NH2:10])[CH2:6]1)[CH3:4].[CH3:29][CH:30]1[C:35](=O)[CH2:34][CH2:33][O:32][CH2:31]1.C(N(CC)CC)C.C(O[BH-](OC(=O)C)OC(=O)C)(=O)C.[Na+]. Product: [CH2:3]([C@:5]1([C:11]([N:13]2[CH2:18][CH2:17][N:16]([C:19]3[CH:24]=[C:23]([C:25]([F:28])([F:27])[F:26])[CH:22]=[CH:21][N:20]=3)[CH2:15][CH2:14]2)=[O:12])[CH2:9][CH2:8][C@H:7]([NH:10][CH:35]2[CH2:34][CH2:33][O:32][CH2:31][CH:30]2[CH3:29])[CH2:6]1)[CH3:4]. The catalyst class is: 2. (4) The catalyst class is: 2. Product: [Br:16][C:13]1[CH:14]=[CH:15][C:10]([C:9]2[O:8][N:7]=[C:6]([CH3:17])[C:5]=2[C:3](=[O:4])[CH2:2][S:34][CH2:33][C:29]2[CH:30]=[CH:31][CH:32]=[C:27]([C:26]([F:25])([F:35])[F:36])[CH:28]=2)=[CH:11][CH:12]=1. Reactant: Br[CH2:2][C:3]([C:5]1[C:6]([CH3:17])=[N:7][O:8][C:9]=1[C:10]1[CH:15]=[CH:14][C:13]([Br:16])=[CH:12][CH:11]=1)=[O:4].C(N(CC)CC)C.[F:25][C:26]([F:36])([F:35])[C:27]1[CH:28]=[C:29]([CH2:33][SH:34])[CH:30]=[CH:31][CH:32]=1. (5) Reactant: [Cl:1][C:2]1[CH:7]=[CH:6][C:5]([S:8]([N:11]([CH2:21][C:22]2[CH:31]=[CH:30][C:25]([C:26](OC)=[O:27])=[CH:24][CH:23]=2)[C@H:12]([C:15]2[CH:20]=[CH:19][CH:18]=[CH:17][CH:16]=2)[CH2:13][CH3:14])(=[O:10])=[O:9])=[CH:4][CH:3]=1.[H-].[H-].[H-].[H-].[Al+3].[Li+].O.[OH-].[Na+]. Product: [Cl:1][C:2]1[CH:7]=[CH:6][C:5]([S:8]([N:11]([CH2:21][C:22]2[CH:23]=[CH:24][C:25]([CH2:26][OH:27])=[CH:30][CH:31]=2)[C@H:12]([C:15]2[CH:20]=[CH:19][CH:18]=[CH:17][CH:16]=2)[CH2:13][CH3:14])(=[O:9])=[O:10])=[CH:4][CH:3]=1. The catalyst class is: 1.